Dataset: Reaction yield outcomes from USPTO patents with 853,638 reactions. Task: Predict the reaction yield, written as a fraction of the theoretical maximum amount of product (1.0 means a 100% yield; for example, 0.34 means a 34% yield). (1) The reactants are [NH2:1][C:2]1[N:3]=[CH:4][C:5]([C:8]2[C:9]([F:27])=[C:10]([C:20]([CH:23]3[CH2:26][CH2:25][CH2:24]3)=[CH:21][CH:22]=2)[O:11][C:12]2[CH:19]=[CH:18][C:15]([C:16]#[N:17])=[CH:14][CH:13]=2)=[N:6][CH:7]=1.[OH:28]S(O)(=O)=O. The catalyst is C(O)(C(F)(F)F)=O. The product is [NH2:1][C:2]1[N:3]=[CH:4][C:5]([C:8]2[C:9]([F:27])=[C:10]([C:20]([CH:23]3[CH2:26][CH2:25][CH2:24]3)=[CH:21][CH:22]=2)[O:11][C:12]2[CH:19]=[CH:18][C:15]([C:16]([NH2:17])=[O:28])=[CH:14][CH:13]=2)=[N:6][CH:7]=1. The yield is 0.890. (2) The reactants are [CH2:1]=P(C1C=CC=CC=1)(C1C=CC=CC=1)C1C=CC=CC=1.[CH3:21][O:22][C:23](=[O:50])[CH2:24][C:25]1[CH:30]=[CH:29][C:28]([C:31]#[C:32][C:33]2[CH:38]=[C:37]([C:39]([CH3:42])([CH3:41])[CH3:40])[C:36]([O:43][CH:44]([CH3:46])[CH3:45])=[C:35]([CH:47]=O)[C:34]=2[CH3:49])=[CH:27][CH:26]=1. The catalyst is O1CCCC1. The product is [CH3:21][O:22][C:23](=[O:50])[CH2:24][C:25]1[CH:30]=[CH:29][C:28]([C:31]#[C:32][C:33]2[CH:38]=[C:37]([C:39]([CH3:42])([CH3:41])[CH3:40])[C:36]([O:43][CH:44]([CH3:45])[CH3:46])=[C:35]([CH:47]=[CH2:1])[C:34]=2[CH3:49])=[CH:27][CH:26]=1. The yield is 0.390. (3) The reactants are [F:1][C:2]1[CH:26]=[CH:25][CH:24]=[CH:23][C:3]=1[CH2:4][N:5]1[C:9]2=[N:10][CH:11]=[CH:12][CH:13]=[C:8]2[C:7]([C:14]2[N:19]=[C:18]([NH2:20])[C:17]([NH2:21])=[C:16]([NH2:22])[N:15]=2)=[N:6]1.[C:27](O[C:27]([O:29][CH3:30])=[O:28])([O:29][CH3:30])=[O:28]. The catalyst is C(O)(C)C. The product is [NH2:22][C:16]1[C:17]([NH:21][C:27](=[O:28])[O:29][CH3:30])=[C:18]([NH2:20])[N:19]=[C:14]([C:7]2[C:8]3[C:9](=[N:10][CH:11]=[CH:12][CH:13]=3)[N:5]([CH2:4][C:3]3[CH:23]=[CH:24][CH:25]=[CH:26][C:2]=3[F:1])[N:6]=2)[N:15]=1. The yield is 0.948. (4) The reactants are CC(C)([O-])C.[K+].O[CH:8](S([O-])(=O)=O)[CH2:9][CH2:10][C:11]1[CH:16]=[CH:15][C:14]([C:17]2[CH:22]=[CH:21][CH:20]=[CH:19][CH:18]=2)=[C:13]([CH3:23])[CH:12]=1.[Na+:28].[C:29]([O:33][C:34](=[O:48])[CH2:35][CH:36](P(OCC)(OCC)=O)[C:37]([OH:39])=[O:38])([CH3:32])([CH3:31])[CH3:30].C(O)(=O)CC(CC(O)=O)(C(O)=O)O.[OH-].[Na+].C(=O)(O)[O-].[Na+]. The catalyst is C1COCC1.C(O)(C)(C)C.O. The product is [Na+:28].[C:29]([O:33][C:34](=[O:48])[CH2:35]/[C:36](=[CH:8]\[CH2:9][CH2:10][C:11]1[CH:16]=[CH:15][C:14]([C:17]2[CH:22]=[CH:21][CH:20]=[CH:19][CH:18]=2)=[C:13]([CH3:23])[CH:12]=1)/[C:37]([O-:39])=[O:38])([CH3:32])([CH3:30])[CH3:31]. The yield is 0.430. (5) The yield is 1.00. The reactants are [F:1][C:2]1[CH:7]=[CH:6][C:5]([C:8]2[CH:13]=[CH:12][C:11]([N+:14]([O-:16])=[O:15])=[C:10]([NH:17][C:18]([N:20]3[CH2:23][CH:22]([CH2:24][NH:25]C(=O)OC(C)(C)C)[CH2:21]3)=[O:19])[CH:9]=2)=[CH:4][CH:3]=1.C(O)(C(F)(F)F)=O. The product is [NH2:25][CH2:24][CH:22]1[CH2:21][N:20]([C:18]([NH:17][C:10]2[CH:9]=[C:8]([C:5]3[CH:4]=[CH:3][C:2]([F:1])=[CH:7][CH:6]=3)[CH:13]=[CH:12][C:11]=2[N+:14]([O-:16])=[O:15])=[O:19])[CH2:23]1. The catalyst is C(Cl)Cl. (6) The reactants are [Cl:1][C:2]1[CH:3]=[C:4]([CH:8]=[CH:9][C:10]=1[CH3:11])[C:5]([OH:7])=O.CCN=C=NCCCN(C)C.C1C=C2N=NN(O)C2=CC=1.O.[C:34]([NH2:43])([C:37]1[CH:42]=[CH:41][CH:40]=[CH:39][CH:38]=1)([CH3:36])[CH3:35]. The catalyst is CN(C=O)C.O. The product is [Cl:1][C:2]1[CH:3]=[C:4]([CH:8]=[CH:9][C:10]=1[CH3:11])[C:5]([NH:43][C:34]([CH3:36])([C:37]1[CH:42]=[CH:41][CH:40]=[CH:39][CH:38]=1)[CH3:35])=[O:7]. The yield is 0.970. (7) The reactants are [F:1][C:2]1[CH:19]=[C:18]([N+:20]([O-:22])=[O:21])[CH:17]=[CH:16][C:3]=1[O:4][C:5]1[C:10]2=[C:11]([CH3:15])[C:12]([OH:14])=[CH:13][N:9]2[N:8]=[CH:7][N:6]=1.[O:23]1[CH2:28][CH2:27][N:26]([CH2:29][CH2:30]O)[CH2:25][CH2:24]1.C1C=CC(P(C2C=CC=CC=2)C2C=CC=CC=2)=CC=1.CC(OC(/N=N/C(OC(C)C)=O)=O)C. The catalyst is C1COCC1. The product is [F:1][C:2]1[CH:19]=[C:18]([N+:20]([O-:22])=[O:21])[CH:17]=[CH:16][C:3]=1[O:4][C:5]1[C:10]2=[C:11]([CH3:15])[C:12]([O:14][CH2:30][CH2:29][N:26]3[CH2:27][CH2:28][O:23][CH2:24][CH2:25]3)=[CH:13][N:9]2[N:8]=[CH:7][N:6]=1. The yield is 0.670.